Dataset: Full USPTO retrosynthesis dataset with 1.9M reactions from patents (1976-2016). Task: Predict the reactants needed to synthesize the given product. Given the product [CH2:6]([O:27][C:28]1[CH:29]=[CH:30][C:31]([C:34]2[CH:39]=[CH:38][C:37]([O:40][CH2:42][CH2:43][CH2:44][CH3:45])=[CH:36][CH:35]=2)=[CH:32][CH:33]=1)[CH2:7][CH2:8][CH3:9], predict the reactants needed to synthesize it. The reactants are: [Na].S([CH2:6][CH2:7][CH2:8][CH2:9]OC1C=CC=CC=1C1C=CC(S(O)(=O)=O)=CC=1)(O)(=O)=O.[OH:27][C:28]1[CH:33]=[CH:32][C:31]([C:34]2[CH:39]=[CH:38][C:37]([OH:40])=[CH:36][CH:35]=2)=[CH:30][CH:29]=1.Br[CH2:42][CH2:43][CH2:44][CH3:45].C(=O)([O-])[O-].[K+].[K+].